Dataset: Peptide-MHC class II binding affinity with 134,281 pairs from IEDB. Task: Regression. Given a peptide amino acid sequence and an MHC pseudo amino acid sequence, predict their binding affinity value. This is MHC class II binding data. (1) The peptide sequence is IVSTLKAAAPDCCME. The MHC is DRB1_0101 with pseudo-sequence DRB1_0101. The binding affinity (normalized) is 0.566. (2) The peptide sequence is KWMMAMKYPITADKR. The MHC is DRB1_0802 with pseudo-sequence DRB1_0802. The binding affinity (normalized) is 0.763. (3) The peptide sequence is EKKYEAATQFEPLAA. The MHC is HLA-DPA10201-DPB10101 with pseudo-sequence HLA-DPA10201-DPB10101. The binding affinity (normalized) is 0.552. (4) The peptide sequence is GTKTEAEDVIPEGWK. The MHC is HLA-DQA10102-DQB10602 with pseudo-sequence HLA-DQA10102-DQB10602. The binding affinity (normalized) is 0.148. (5) The peptide sequence is ESLHNPYPDYHWLRT. The MHC is HLA-DQA10401-DQB10402 with pseudo-sequence HLA-DQA10401-DQB10402. The binding affinity (normalized) is 0.